This data is from Forward reaction prediction with 1.9M reactions from USPTO patents (1976-2016). The task is: Predict the product of the given reaction. (1) Given the reactants CN1CCOCC1.S(Cl)(C)(=O)=O.[CH3:13][C@@H:14]([NH2:21])[C:15]1[CH:20]=[CH:19][CH:18]=[CH:17][CH:16]=1, predict the reaction product. The product is: [CH3:13][CH:14]([NH2:21])[C:15]1[CH:20]=[CH:19][CH:18]=[CH:17][CH:16]=1. (2) The product is: [Br:1][C:2]1[CH:3]=[C:4]([N+:9]([O-:11])=[O:10])[C:5]([N:15]2[CH2:16][CH2:17][O:18][C:13]([CH3:19])([CH3:12])[CH2:14]2)=[N:6][CH:7]=1. Given the reactants [Br:1][C:2]1[CH:3]=[C:4]([N+:9]([O-:11])=[O:10])[C:5](Cl)=[N:6][CH:7]=1.[CH3:12][C:13]1([CH3:19])[O:18][CH2:17][CH2:16][NH:15][CH2:14]1, predict the reaction product.